The task is: Predict which catalyst facilitates the given reaction.. This data is from Catalyst prediction with 721,799 reactions and 888 catalyst types from USPTO. (1) Reactant: [S:1]1[CH:5]=[CH:4][CH:3]=[C:2]1B(O)O.[CH3:9][CH:10]([NH:12][CH2:13][CH2:14][CH2:15][N:16]1[C:25]([S:26][C:27]2[CH:32]=[C:31]3[O:33][CH2:34][O:35][C:30]3=[CH:29][C:28]=2I)=[N:24][C:18]2[C:19]([NH2:23])=[N:20][CH:21]=[N:22][C:17]1=2)[CH3:11].C([O-])(O)=O.[Na+].CN(C=O)C. Product: [CH:10]([NH:12][CH2:13][CH2:14][CH2:15][N:16]1[C:25]([S:26][C:27]2[C:28]([C:2]3[S:1][CH:5]=[CH:4][CH:3]=3)=[CH:29][C:30]3[O:35][CH2:34][O:33][C:31]=3[CH:32]=2)=[N:24][C:18]2[C:17]1=[N:22][CH:21]=[N:20][C:19]=2[NH2:23])([CH3:11])[CH3:9]. The catalyst class is: 189. (2) Reactant: [CH:1]([NH2:3])=O.[NH2:4][C:5]1[N:9]([CH2:10][CH2:11][N:12]2[CH2:17][CH2:16][O:15][CH2:14][CH2:13]2)[N:8]=[CH:7][C:6]=1[C:18]#[N:19].[NH2:20][C:21]1C(C#N)=CN(CCN2CCOCC2)[N:22]=1. Product: [O:15]1[CH2:14][CH2:13][N:12]([CH2:11][CH2:10][N:9]2[C:5]3=[N:4][CH:21]=[N:20][C:1]([NH2:3])=[C:6]3[CH:7]=[N:8]2)[CH2:17][CH2:16]1.[O:15]1[CH2:16][CH2:17][N:12]([CH2:11][CH2:10][N:9]2[CH:5]=[C:6]3[C:7]([N:20]=[CH:21][N:22]=[C:18]3[NH2:19])=[N:8]2)[CH2:13][CH2:14]1. The catalyst class is: 98. (3) Reactant: Cl[C:2]1C=CC=C(C(OO)=O)[CH:3]=1.C(S[C:15]1[C:16]([C:21]([NH:23][C:24]2[CH:29]=[C:28]([C:30]([F:33])([F:32])[F:31])[CH:27]=[C:26]([C:34]([F:37])([F:36])[F:35])[CH:25]=2)=[O:22])=[N:17][CH:18]=[CH:19][CH:20]=1)C.C(=O)(O)[O-].[Na+].[S:43]([O-:47])([O-])(=[O:45])=S.[Na+].[Na+]. Product: [CH2:2]([S:43]([C:15]1[C:16]([C:21]([NH:23][C:24]2[CH:29]=[C:28]([C:30]([F:33])([F:32])[F:31])[CH:27]=[C:26]([C:34]([F:37])([F:35])[F:36])[CH:25]=2)=[O:22])=[N:17][CH:18]=[CH:19][CH:20]=1)(=[O:47])=[O:45])[CH3:3]. The catalyst class is: 22. (4) Reactant: [F:1][C:2]1[CH:7]=[CH:6][C:5]([O:8][C@H:9]2[CH2:12][C@H:11]([NH:13][CH2:14][C:15]3[C:16]4[N:17]([CH:21]=[CH:22][N:23]=4)[CH:18]=[CH:19][CH:20]=3)[CH2:10]2)=[CH:4][C:3]=1[C:24]([F:27])([F:26])[F:25].[C:28]([OH:35])(=[O:34])/[CH:29]=[CH:30]\[C:31]([OH:33])=[O:32].C(OCC)C. Product: [C:28]([OH:35])(=[O:34])/[CH:29]=[CH:30]\[C:31]([OH:33])=[O:32].[F:1][C:2]1[CH:7]=[CH:6][C:5]([O:8][C@H:9]2[CH2:12][C@H:11]([NH:13][CH2:14][C:15]3[C:16]4[N:17]([CH:21]=[CH:22][N:23]=4)[CH:18]=[CH:19][CH:20]=3)[CH2:10]2)=[CH:4][C:3]=1[C:24]([F:26])([F:25])[F:27]. The catalyst class is: 5. (5) Reactant: Cl[C:2]1[CH:7]=[C:6]([C:8]2[NH:16][C:15]3[CH2:14][CH2:13][NH:12][C:11](=[O:17])[C:10]=3[CH:9]=2)[CH:5]=[CH:4][N:3]=1.[CH3:18][NH:19][NH2:20]. Product: [CH3:18][N:19]([C:2]1[CH:7]=[C:6]([C:8]2[NH:16][C:15]3[CH2:14][CH2:13][NH:12][C:11](=[O:17])[C:10]=3[CH:9]=2)[CH:5]=[CH:4][N:3]=1)[NH2:20]. The catalyst class is: 6. (6) Reactant: [N:1]1[C:10]2[C:5](=[CH:6][CH:7]=[CH:8][CH:9]=2)[C:4]([OH:11])=[CH:3][CH:2]=1.Br[CH2:13][C:14]1[CH:15]=[CH:16][C:17]([F:24])=[C:18]([CH:23]=1)[C:19]([O:21][CH3:22])=[O:20].C(=O)([O-])[O-].[K+].[K+]. Product: [F:24][C:17]1[CH:16]=[CH:15][C:14]([CH2:13][N:1]2[C:10]3[C:5](=[CH:6][CH:7]=[CH:8][CH:9]=3)[C:4](=[O:11])[CH:3]=[CH:2]2)=[CH:23][C:18]=1[C:19]([O:21][CH3:22])=[O:20]. The catalyst class is: 3. (7) Reactant: Cl[Si]1(Cl)C2C=CC=CC=2C2C1=CC=CC=2.[C:16]([C:20]1[CH:21]=[C:22]([C:30]2[CH:38]=[CH:37][CH:36]=[C:35]3[C:31]=2[CH:32]=[C:33]([CH:39]([CH3:41])[CH3:40])[CH2:34]3)[CH:23]=[C:24]([C:26]([CH3:29])([CH3:28])[CH3:27])[CH:25]=1)([CH3:19])([CH3:18])[CH3:17].[Li]. Product: [C:16]([C:20]1[CH:21]=[C:22]([C:30]2[CH:38]=[CH:37][CH:36]=[C:35]3[C:31]=2[CH:32]=[C:33]([CH:39]([CH3:41])[CH3:40])[CH2:34]3)[CH:23]=[C:24]([C:26]([CH3:29])([CH3:28])[CH3:27])[CH:25]=1)([CH3:17])([CH3:18])[CH3:19]. The catalyst class is: 1. (8) Reactant: CC(C[AlH]CC(C)C)C.[N:10]1[CH:15]=[CH:14][CH:13]=[N:12][C:11]=1[C:16]1[CH:21]=[CH:20][C:19](/[CH:22]=[CH:23]/[CH:24]=[O:25])=[CH:18][CH:17]=1.CO.C(O)(=O)CC(CC(O)=O)(C(O)=O)O. Product: [N:10]1[CH:15]=[CH:14][CH:13]=[N:12][C:11]=1[C:16]1[CH:21]=[CH:20][C:19]([CH:22]=[CH:23][CH2:24][OH:25])=[CH:18][CH:17]=1. The catalyst class is: 4. (9) Reactant: [OH:1][C:2](C(F)(F)F)=[O:3].[NH2:8][C@H:9]1[CH2:14][CH2:13][CH2:12][CH2:11][C@H:10]1[NH:15][C:16]1[CH:17]=[C:18]([NH:25][C:26]2[N:31]=[C:30]([CH3:32])[C:29]([C:33](O)=[O:34])=[CH:28][CH:27]=2)[C:19]([C:22](=[O:24])[NH2:23])=[N:20][CH:21]=1.[CH3:36][NH:37][CH3:38].CCN([CH:45]([CH3:47])[CH3:46])C(C)C.[CH3:48]CCP1(OP(CCC)(=O)OP(CCC)(=O)O1)=O. Product: [C:22]([C:19]1[N:20]=[CH:21][C:16]([NH:15][C@@H:10]2[CH2:11][CH2:12][CH2:13][CH2:14][C@@H:9]2[NH:8][C:2](=[O:1])[O:3][C:45]([CH3:47])([CH3:48])[CH3:46])=[CH:17][C:18]=1[NH:25][C:26]1[CH:27]=[CH:28][C:29]([C:33](=[O:34])[N:37]([CH3:38])[CH3:36])=[C:30]([CH3:32])[N:31]=1)(=[O:24])[NH2:23]. The catalyst class is: 3. (10) Reactant: [NH2:1][C:2]1[C:3]([C:18]2[CH:27]=[CH:26][C:21]([C:22]([O:24][CH3:25])=[O:23])=[C:20]([F:28])[CH:19]=2)=[N:4][C:5]([CH:8]2[CH2:17][CH2:16][C:11]3(OCC[O:12]3)[CH2:10][CH2:9]2)=[CH:6][N:7]=1.Cl.[OH-].[Na+].C([O-])(O)=O.[Na+]. Product: [NH2:1][C:2]1[C:3]([C:18]2[CH:27]=[CH:26][C:21]([C:22]([O:24][CH3:25])=[O:23])=[C:20]([F:28])[CH:19]=2)=[N:4][C:5]([CH:8]2[CH2:17][CH2:16][C:11](=[O:12])[CH2:10][CH2:9]2)=[CH:6][N:7]=1. The catalyst class is: 47.